Dataset: Reaction yield outcomes from USPTO patents with 853,638 reactions. Task: Predict the reaction yield, written as a fraction of the theoretical maximum amount of product (1.0 means a 100% yield; for example, 0.34 means a 34% yield). (1) The reactants are [I:1]I.[N+:3]([C:6]1[CH:7]=[C:8]([CH:12]=[CH:13][CH:14]=1)[C:9]([OH:11])=[O:10])([O-:5])=[O:4]. The catalyst is S(=O)(=O)(O)O. The product is [I:1][C:13]1[CH:12]=[C:8]([CH:7]=[C:6]([N+:3]([O-:5])=[O:4])[CH:14]=1)[C:9]([OH:11])=[O:10]. The yield is 0.980. (2) The reactants are Cl[C:2]1[C:3]2[N:4]([CH:18]=[CH:19][N:20]=2)[CH:5]=[C:6]([C:10]2[CH:15]=[CH:14][C:13]([Cl:16])=[CH:12][C:11]=2[Cl:17])[C:7]=1[C:8]#[N:9].[N-:21]=[N+:22]=[N-:23].[Na+].CCOC(C)=O. The catalyst is CN(C=O)C. The product is [N:21]([C:2]1[C:3]2[N:4]([CH:18]=[CH:19][N:20]=2)[CH:5]=[C:6]([C:10]2[CH:15]=[CH:14][C:13]([Cl:16])=[CH:12][C:11]=2[Cl:17])[C:7]=1[C:8]#[N:9])=[N+:22]=[N-:23]. The yield is 0.950. (3) The reactants are [CH:1]1(B(O)O)[CH2:3][CH2:2]1.[Br:7][C:8]1[CH:9]=[C:10]2[CH:16]=[CH:15][NH:14][C:11]2=[N:12][CH:13]=1.C([O-])([O-])=O.[Na+].[Na+].N1C=CC=CC=1C1C=CC=CN=1. The catalyst is ClC(Cl)C.C([O-])(=O)C.[Cu+2].C([O-])(=O)C. The product is [Br:7][C:8]1[CH:9]=[C:10]2[CH:16]=[CH:15][N:14]([CH:1]3[CH2:3][CH2:2]3)[C:11]2=[N:12][CH:13]=1. The yield is 0.313. (4) The reactants are [Li+].CC([N-]C(C)C)C.[C:9]([O:14][CH2:15][CH3:16])(=[O:13])[CH:10]([CH3:12])[CH3:11].Br[CH2:18][CH2:19][CH2:20][CH2:21][CH2:22][CH2:23][Br:24].[NH4+].[Cl-]. The catalyst is C1COCC1.CN1C(=O)N(C)CCC1. The product is [Br:24][CH2:23][CH2:22][CH2:21][CH2:20][CH2:19][CH2:18][C:10]([CH3:12])([CH3:11])[C:9]([O:14][CH2:15][CH3:16])=[O:13]. The yield is 0.520. (5) The reactants are C1(C(C2C=CC=CC=2)(C2C=CC=CC=2)[N:8]2[CH:12]=[C:11]([C@@H:13]3[CH2:15][C@H:14]3[C:16]#[N:17])[N:10]=[CH:9]2)C=CC=CC=1.[F:30][C:31]([F:36])([F:35])[C:32]([OH:34])=[O:33]. The yield is 0.550. The product is [F:30][C:31]([F:36])([F:35])[C:32]([OH:34])=[O:33].[C:16]([C@@H:14]1[CH2:15][C@H:13]1[C:11]1[N:10]=[CH:9][NH:8][CH:12]=1)#[N:17]. No catalyst specified. (6) The reactants are [N+:1]([C:4]1[CH:14]=[CH:13][C:7]2[CH2:8][CH2:9][NH:10][CH2:11][CH2:12][C:6]=2[CH:5]=1)([O-:3])=[O:2].C(N(CC)CC)C.[F:22][C:23]([F:34])([F:33])[C:24](O[C:24](=[O:25])[C:23]([F:34])([F:33])[F:22])=[O:25]. The catalyst is ClCCl. The product is [N+:1]([C:4]1[CH:14]=[CH:13][C:7]2[CH2:8][CH2:9][N:10]([C:24](=[O:25])[C:23]([F:34])([F:33])[F:22])[CH2:11][CH2:12][C:6]=2[CH:5]=1)([O-:3])=[O:2]. The yield is 0.860. (7) The reactants are [CH2:1]([N:8]1[CH:12]=[C:11]([CH:13]([OH:18])[C:14]([F:17])([F:16])[F:15])[C:10](C)=[N:9]1)[C:2]1[CH:7]=[CH:6][CH:5]=[CH:4][CH:3]=1.Cl[C:21](=[S:29])[O:22][C:23]1[CH:28]=[CH:27][CH:26]=[CH:25][CH:24]=1. The catalyst is C1(C)C=CC=CC=1.CN(C)C1C=CN=CC=1. The product is [C:21](=[S:29])([O:22][C:23]1[CH:28]=[CH:27][CH:26]=[CH:25][CH:24]=1)[O:18][CH:13]([C:11]1[CH:10]=[N:9][N:8]([CH2:1][C:2]2[CH:3]=[CH:4][CH:5]=[CH:6][CH:7]=2)[CH:12]=1)[C:14]([F:15])([F:16])[F:17]. The yield is 0.770. (8) The reactants are [CH:1]1([CH2:4][O:5][NH:6][C:7]([C:9]2[C:25]([NH:26][C:27]3[CH:32]=[CH:31][C:30]([C:33]#[N:34])=[CH:29][C:28]=3[CH3:35])=[C:24]([F:36])[C:12]3[N:13]=[C:14](COCC[Si](C)(C)C)[NH:15][C:11]=3[CH:10]=2)=[O:8])[CH2:3][CH2:2]1.Cl.[OH-].[Na+]. The catalyst is CCO. The product is [CH:1]1([CH2:4][O:5][NH:6][C:7]([C:9]2[C:25]([NH:26][C:27]3[CH:32]=[CH:31][C:30]([C:33]#[N:34])=[CH:29][C:28]=3[CH3:35])=[C:24]([F:36])[C:12]3[N:13]=[CH:14][NH:15][C:11]=3[CH:10]=2)=[O:8])[CH2:3][CH2:2]1. The yield is 0.900. (9) The reactants are [NH:1]1[C:9]2[C:4](=[CH:5][CH:6]=[C:7]([C:10]([O:12][CH3:13])=[O:11])[CH:8]=2)[CH:3]=[CH:2]1.N1C2C(=CC=CC=2)C=[C:15]1C(OCC)=O. No catalyst specified. The product is [CH3:15][N:1]1[C:9]2[C:4](=[CH:5][CH:6]=[C:7]([C:10]([O:12][CH3:13])=[O:11])[CH:8]=2)[CH:3]=[CH:2]1. The yield is 0.950.